From a dataset of Forward reaction prediction with 1.9M reactions from USPTO patents (1976-2016). Predict the product of the given reaction. Given the reactants [CH2:1]([N:8]1[CH2:14][CH2:13][CH2:12][CH2:11][CH2:10][C:9]1=[O:15])[C:2]1[CH:7]=[CH:6][CH:5]=[CH:4][CH:3]=1.[Li+].CC([N-]C(C)C)C.[C:24](=O)([O:27]C)[O:25][CH3:26], predict the reaction product. The product is: [CH2:1]([N:8]1[CH2:14][CH2:13][CH2:12][CH2:11][CH:10]([C:24]([O:25][CH3:26])=[O:27])[C:9]1=[O:15])[C:2]1[CH:7]=[CH:6][CH:5]=[CH:4][CH:3]=1.